This data is from Cav3 T-type calcium channel HTS with 100,875 compounds. The task is: Binary Classification. Given a drug SMILES string, predict its activity (active/inactive) in a high-throughput screening assay against a specified biological target. The compound is Clc1cc(/C=C\C(=O)Nc2ccncc2)ccc1. The result is 0 (inactive).